Predict the reactants needed to synthesize the given product. From a dataset of Full USPTO retrosynthesis dataset with 1.9M reactions from patents (1976-2016). (1) Given the product [Cl:1][C:2]1[CH:9]=[C:8]([NH:11][C@H:12]([C:16]([OH:18])=[O:17])[CH2:13][CH2:14][CH3:15])[CH:7]=[CH:6][C:3]=1[C:4]#[N:5], predict the reactants needed to synthesize it. The reactants are: [Cl:1][C:2]1[CH:9]=[C:8](F)[CH:7]=[CH:6][C:3]=1[C:4]#[N:5].[NH2:11][C@H:12]([C:16]([OH:18])=[O:17])[CH2:13][CH2:14][CH3:15].C(=O)([O-])[O-].[Cs+].[Cs+].C(OCC)(=O)C. (2) Given the product [CH3:12][C:13]1[CH:18]=[CH:17][C:16]([S:19]([O:10][CH2:9][CH2:8][NH:7][C:6]([O:5][C:1]([CH3:4])([CH3:2])[CH3:3])=[O:11])(=[O:21])=[O:20])=[CH:15][CH:14]=1, predict the reactants needed to synthesize it. The reactants are: [C:1]([O:5][C:6](=[O:11])[NH:7][CH2:8][CH2:9][OH:10])([CH3:4])([CH3:3])[CH3:2].[CH3:12][C:13]1[CH:18]=[CH:17][C:16]([S:19](Cl)(=[O:21])=[O:20])=[CH:15][CH:14]=1. (3) Given the product [S:46]1[CH:47]=[CH:48][C:44]([C:43]2[C:37]3[O:36][CH:35]([CH2:34][NH2:31])[CH2:39][C:38]=3[CH:40]=[CH:41][CH:42]=2)=[CH:45]1, predict the reactants needed to synthesize it. The reactants are: CC1C=CC(S(OCC2CC3C=CC=C(C4C=CSC=4)C=3O2)(=O)=O)=CC=1.[N-]=[N+]=[N-].[Na+].[N:31]([CH2:34][CH:35]1[CH2:39][C:38]2[CH:40]=[C:41](Cl)[CH:42]=[C:43]([C:44]3[CH:48]=[CH:47][S:46][CH:45]=3)[C:37]=2[O:36]1)=[N+]=[N-].S1C=CC(C2C3OC(CN=[N+]=[N-])CC=3C=CC=2)=C1.[N-]=[N+]=[N-]. (4) Given the product [CH3:16][O:11][C:10](=[O:12])[C@H:9]([NH:8][C:6]([O:5][C:1]([CH3:4])([CH3:3])[CH3:2])=[O:7])[CH2:13][C:14]#[CH:15], predict the reactants needed to synthesize it. The reactants are: [C:1]([O:5][C:6]([NH:8][C@H:9]([CH2:13][C:14]#[CH:15])[C:10]([OH:12])=[O:11])=[O:7])([CH3:4])([CH3:3])[CH3:2].[C:16](=O)([O-])[O-].[Cs+].[Cs+].CI.